Predict the reactants needed to synthesize the given product. From a dataset of Full USPTO retrosynthesis dataset with 1.9M reactions from patents (1976-2016). (1) Given the product [CH3:1][O:2][CH2:3][CH2:4][O:5][CH2:6][C:7]1[CH:8]=[CH:9][C:10]([NH2:13])=[CH:11][CH:12]=1, predict the reactants needed to synthesize it. The reactants are: [CH3:1][O:2][CH2:3][CH2:4][O:5][CH2:6][C:7]1[CH:12]=[CH:11][C:10]([N+:13]([O-])=O)=[CH:9][CH:8]=1. (2) Given the product [C:25]([C:29]1[CH:30]=[C:31]([NH:70][S:71]([CH3:74])(=[O:73])=[O:72])[C:32]([O:68][CH3:69])=[C:33]([NH:35][C:36](=[O:67])[NH:37][C:38]2[C:47]3[C:42](=[CH:43][CH:44]=[CH:45][CH:46]=3)[C:41]([O:48][C:49]3[CH:54]=[CH:53][N:52]=[C:51]([NH:55][C:56]4[CH:64]=[CH:63][C:59]([C:60]([NH:85][CH2:84][CH2:83][O:82][CH2:81][CH2:80][O:79][CH2:78][CH2:77][O:76][CH3:75])=[O:61])=[C:58]([O:65][CH3:66])[CH:57]=4)[CH:50]=3)=[CH:40][CH:39]=2)[CH:34]=1)([CH3:26])([CH3:28])[CH3:27], predict the reactants needed to synthesize it. The reactants are: CN(C(ON1N=NC2C=CC=NC1=2)=[N+](C)C)C.F[P-](F)(F)(F)(F)F.[C:25]([C:29]1[CH:30]=[C:31]([NH:70][S:71]([CH3:74])(=[O:73])=[O:72])[C:32]([O:68][CH3:69])=[C:33]([NH:35][C:36](=[O:67])[NH:37][C:38]2[C:47]3[C:42](=[CH:43][CH:44]=[CH:45][CH:46]=3)[C:41]([O:48][C:49]3[CH:54]=[CH:53][N:52]=[C:51]([NH:55][C:56]4[CH:64]=[CH:63][C:59]([C:60](O)=[O:61])=[C:58]([O:65][CH3:66])[CH:57]=4)[CH:50]=3)=[CH:40][CH:39]=2)[CH:34]=1)([CH3:28])([CH3:27])[CH3:26].[CH3:75][O:76][CH2:77][CH2:78][O:79][CH2:80][CH2:81][O:82][CH2:83][CH2:84][NH2:85].CCN(C(C)C)C(C)C. (3) Given the product [CH2:1]([O:8][C:9]1[C:10](=[O:29])[CH:11]=[C:12]([CH2:17][NH:18][S:19]([C:22]2[CH:27]=[CH:26][CH:25]=[C:24]([CH3:28])[CH:23]=2)(=[O:21])=[O:20])[O:13][C:14]=1[CH:15]=[O:16])[C:2]1[CH:3]=[CH:4][CH:5]=[CH:6][CH:7]=1, predict the reactants needed to synthesize it. The reactants are: [CH2:1]([O:8][C:9]1[C:10](=[O:29])[CH:11]=[C:12]([CH2:17][NH:18][S:19]([C:22]2[CH:27]=[CH:26][CH:25]=[C:24]([CH3:28])[CH:23]=2)(=[O:21])=[O:20])[O:13][C:14]=1[CH2:15][OH:16])[C:2]1[CH:7]=[CH:6][CH:5]=[CH:4][CH:3]=1.C(OC1C(=O)C=C(CNS(C2C=CC=CC=2)(=O)=O)OC=1C=O)C1C=CC=CC=1. (4) Given the product [CH:1]1([C:6]([F:12])([F:13])[C:7]([O:9][CH2:10][CH3:11])=[O:8])[CH2:2][CH2:3][CH2:4][CH2:5]1, predict the reactants needed to synthesize it. The reactants are: [C:1]1([C:6]([F:13])([F:12])[C:7]([O:9][CH2:10][CH3:11])=[O:8])[CH2:5][CH2:4][CH2:3][CH:2]=1. (5) Given the product [Br:31][C:32]1[C:33]([CH2:49][N:50]2[CH2:51][CH2:52][O:53][CH2:54][CH2:55]2)=[CH:34][C:35]([O:41][CH2:42][C:43]2[CH:44]=[CH:45][CH:46]=[CH:47][CH:48]=2)=[C:36]([CH:40]=1)[C:37]([NH:26][C:23]1[CH:24]=[CH:25][N:20]=[N:21][CH:22]=1)=[O:38], predict the reactants needed to synthesize it. The reactants are: C(N(C(C)C)CC)(C)C.C1C=CC2N(O)N=NC=2C=1.[N:20]1[CH:25]=[CH:24][C:23]([NH2:26])=[CH:22][N:21]=1.C(Cl)CCl.[Br:31][C:32]1[C:33]([CH2:49][N:50]2[CH2:55][CH2:54][O:53][CH2:52][CH2:51]2)=[CH:34][C:35]([O:41][CH2:42][C:43]2[CH:48]=[CH:47][CH:46]=[CH:45][CH:44]=2)=[C:36]([CH:40]=1)[C:37](O)=[O:38]. (6) Given the product [N+:10]([C:7]1[CH:6]=[CH:5][C:4]([CH:2]([CH3:1])[C:23]#[N:24])=[CH:9][CH:8]=1)([O-:12])=[O:32], predict the reactants needed to synthesize it. The reactants are: [CH3:1][C:2]([C:4]1[CH:9]=[CH:8][C:7]([N+:10]([O-:12])=O)=[CH:6][CH:5]=1)=O.S([CH2:23][N+:24]#[C-])(C1C=CC(C)=CC=1)(=O)=O.CC(C)([O-])C.[K+].[OH2:32].